Task: Regression. Given two drug SMILES strings and cell line genomic features, predict the synergy score measuring deviation from expected non-interaction effect.. Dataset: NCI-60 drug combinations with 297,098 pairs across 59 cell lines (1) Drug 1: CC12CCC(CC1=CCC3C2CCC4(C3CC=C4C5=CN=CC=C5)C)O. Drug 2: COC1=C2C(=CC3=C1OC=C3)C=CC(=O)O2. Cell line: MDA-MB-231. Synergy scores: CSS=1.64, Synergy_ZIP=3.91, Synergy_Bliss=-3.39, Synergy_Loewe=-3.06, Synergy_HSA=-2.90. (2) Synergy scores: CSS=10.7, Synergy_ZIP=-4.08, Synergy_Bliss=4.29, Synergy_Loewe=-8.40, Synergy_HSA=2.84. Cell line: NCI/ADR-RES. Drug 1: CN(C)C1=NC(=NC(=N1)N(C)C)N(C)C. Drug 2: C1CN1P(=S)(N2CC2)N3CC3. (3) Drug 1: C1=CC(=C2C(=C1NCCNCCO)C(=O)C3=C(C=CC(=C3C2=O)O)O)NCCNCCO. Drug 2: C1CN(P(=O)(OC1)NCCCl)CCCl. Cell line: COLO 205. Synergy scores: CSS=13.1, Synergy_ZIP=-8.58, Synergy_Bliss=-16.4, Synergy_Loewe=-45.6, Synergy_HSA=-16.2. (4) Drug 2: CCC1=C2CN3C(=CC4=C(C3=O)COC(=O)C4(CC)O)C2=NC5=C1C=C(C=C5)O. Synergy scores: CSS=20.5, Synergy_ZIP=-11.2, Synergy_Bliss=-8.97, Synergy_Loewe=-15.4, Synergy_HSA=-4.52. Cell line: UO-31. Drug 1: C1=CC(=CC=C1CCCC(=O)O)N(CCCl)CCCl.